From a dataset of Reaction yield outcomes from USPTO patents with 853,638 reactions. Predict the reaction yield, written as a fraction of the theoretical maximum amount of product (1.0 means a 100% yield; for example, 0.34 means a 34% yield). (1) The reactants are [O:1]1[CH2:6][CH2:5][CH2:4][O:3][CH:2]1[CH2:7][CH2:8][N:9]1[CH2:14][CH2:13][CH:12]([N:15]([CH2:30][C:31]2[CH:36]=[CH:35][C:34]([F:37])=[CH:33][CH:32]=2)C(=O)CC2C=CC(OC(F)(F)F)=CC=2)[CH2:11][CH2:10]1.C(O)C[C@H](O)C. No catalyst specified. The product is [O:1]1[CH2:6][CH2:5][CH2:4][O:3][CH:2]1[CH2:7][CH2:8][N:9]1[CH2:10][CH2:11][CH:12]([NH:15][CH2:30][C:31]2[CH:36]=[CH:35][C:34]([F:37])=[CH:33][CH:32]=2)[CH2:13][CH2:14]1. The yield is 0.400. (2) The reactants are [Cl:1][CH2:2][C:3]([NH:5][C:6]1[CH:7]=[C:8]2[C:12](=[CH:13][CH:14]=1)[C:11](=[O:15])[O:10][CH2:9]2)=O.Cl.[OH-].[Na+]. The catalyst is C1COCC1. The product is [Cl:1][CH2:2][CH2:3][NH:5][C:6]1[CH:7]=[C:8]2[C:12](=[CH:13][CH:14]=1)[C:11](=[O:15])[O:10][CH2:9]2. The yield is 0.420. (3) The reactants are [N+:1]([C:4]1[CH:15]=[CH:14][C:7]([O:8][CH:9]([CH3:13])[C:10]([OH:12])=[O:11])=[CH:6][CH:5]=1)([O-:3])=[O:2].O[CH2:17][CH2:18][O:19][C:20](=[O:33])[CH:21]([O:23][C:24]1[CH:29]=[CH:28][C:27]([N+:30]([O-:32])=[O:31])=[CH:26][CH:25]=1)[CH3:22].C1(N=C=NC2CCCCC2)CCCCC1. The catalyst is ClCCl. The product is [N+:1]([C:4]1[CH:5]=[CH:6][C:7]([O:8][CH:9]([CH3:13])[C:10]([O:12][CH2:17][CH2:18][O:19][C:20](=[O:33])[CH:21]([O:23][C:24]2[CH:29]=[CH:28][C:27]([N+:30]([O-:32])=[O:31])=[CH:26][CH:25]=2)[CH3:22])=[O:11])=[CH:14][CH:15]=1)([O-:3])=[O:2]. The yield is 0.351. (4) The product is [CH3:24][O:25][C:26]1[CH:27]=[C:28]2[C:33](=[CH:34][C:35]=1[O:36][CH3:37])[N:32]=[CH:31][CH:30]=[C:29]2[O:1][C:2]1[CH:7]=[CH:6][C:5]([NH:8][C:9]([C:11]2([C:14]([NH:16][C:17]3[CH:18]=[CH:19][C:20]([F:23])=[CH:21][CH:22]=3)=[O:15])[CH2:13][CH2:12]2)=[O:10])=[CH:4][CH:3]=1. The yield is 0.440. The reactants are [OH:1][C:2]1[CH:7]=[CH:6][C:5]([NH:8][C:9]([C:11]2([C:14]([NH:16][C:17]3[CH:22]=[CH:21][C:20]([F:23])=[CH:19][CH:18]=3)=[O:15])[CH2:13][CH2:12]2)=[O:10])=[CH:4][CH:3]=1.[CH3:24][O:25][C:26]1[CH:27]=[C:28]2[C:33](=[CH:34][C:35]=1[O:36][CH3:37])[N:32]=[CH:31][CH:30]=[C:29]2OS(C(F)(F)F)(=O)=O. The catalyst is N1C(C)=CC=CC=1C. (5) The reactants are [N:1]12[CH2:8][CH2:7][C:4]([CH2:9][NH:10][CH2:11][C:12]3[C:20]4[C:19]([C:21]([O:23]C)=[O:22])=[CH:18][CH:17]=[CH:16][C:15]=4[NH:14][N:13]=3)([CH2:5][CH2:6]1)[CH2:3][CH2:2]2.O.[OH-].[Li+:27]. The catalyst is O1CCCC1.O. The product is [N:1]12[CH2:8][CH2:7][C:4]([CH2:9][NH:10][CH2:11][C:12]3[C:20]4[C:19]([C:21]([O-:23])=[O:22])=[CH:18][CH:17]=[CH:16][C:15]=4[NH:14][N:13]=3)([CH2:5][CH2:6]1)[CH2:3][CH2:2]2.[Li+:27]. The yield is 1.00. (6) The reactants are [Br:1][C:2]1[N:6]2[CH2:7][CH2:8][N:9]([C:11]([O:13][C:14]([CH3:17])([CH3:16])[CH3:15])=[O:12])[CH2:10][C:5]2=[C:4]([C:18]([O:20]C)=[O:19])[N:3]=1.[Li+].[OH-]. The catalyst is CO.O. The product is [Br:1][C:2]1[N:6]2[CH2:7][CH2:8][N:9]([C:11]([O:13][C:14]([CH3:15])([CH3:16])[CH3:17])=[O:12])[CH2:10][C:5]2=[C:4]([C:18]([OH:20])=[O:19])[N:3]=1. The yield is 0.760. (7) The reactants are Br[C:2]1[CH:3]=[CH:4][C:5]2[O:22][C:9]3[CH2:10][N:11]([C:15]([O:17][C:18]([CH3:21])([CH3:20])[CH3:19])=[O:16])[CH2:12][CH2:13][CH2:14][C:8]=3[C:6]=2[CH:7]=1.[CH2:23]([O:30][C:31]1[CH:36]=[CH:35][NH:34][C:33](=[O:37])[CH:32]=1)[C:24]1[CH:29]=[CH:28][CH:27]=[CH:26][CH:25]=1. No catalyst specified. The product is [CH2:23]([O:30][C:31]1[CH:36]=[CH:35][N:34]([C:2]2[CH:3]=[CH:4][C:5]3[O:22][C:9]4[CH2:10][N:11]([C:15]([O:17][C:18]([CH3:21])([CH3:20])[CH3:19])=[O:16])[CH2:12][CH2:13][CH2:14][C:8]=4[C:6]=3[CH:7]=2)[C:33](=[O:37])[CH:32]=1)[C:24]1[CH:25]=[CH:26][CH:27]=[CH:28][CH:29]=1. The yield is 0.820.